Dataset: Full USPTO retrosynthesis dataset with 1.9M reactions from patents (1976-2016). Task: Predict the reactants needed to synthesize the given product. (1) Given the product [C:15]([O:19][C:20](=[O:37])[C@H:21]([N:23]([CH2:24][C:25]1[CH:26]=[C:27]([C:30]([O:32][C:33]([CH3:36])([CH3:35])[CH3:34])=[O:31])[S:28][CH:29]=1)[C:12]([C:8]1[C:9]2[C:4](=[CH:3][C:2]([OH:1])=[CH:11][CH:10]=2)[CH:5]=[CH:6][CH:7]=1)=[O:14])[CH3:22])([CH3:18])([CH3:16])[CH3:17], predict the reactants needed to synthesize it. The reactants are: [OH:1][C:2]1[CH:3]=[C:4]2[C:9](=[CH:10][CH:11]=1)[C:8]([C:12]([OH:14])=O)=[CH:7][CH:6]=[CH:5]2.[C:15]([O:19][C:20](=[O:37])[C@H:21]([NH:23][CH2:24][C:25]1[CH:26]=[C:27]([C:30]([O:32][C:33]([CH3:36])([CH3:35])[CH3:34])=[O:31])[S:28][CH:29]=1)[CH3:22])([CH3:18])([CH3:17])[CH3:16].F[P-](F)(F)(F)(F)F.N1(OC(N(C)C)=[N+](C)C)C2N=CC=CC=2N=N1.C(N(CC)C(C)C)(C)C. (2) Given the product [OH:11][C:9]([CH3:12])([CH3:10])[CH2:8][C:5]1[CH:6]=[CH:7][C:2]([C:23]([OH:25])=[O:24])=[CH:3][CH:4]=1, predict the reactants needed to synthesize it. The reactants are: Br[C:2]1[CH:7]=[CH:6][C:5]([CH2:8][C:9]([CH3:12])([OH:11])[CH3:10])=[CH:4][CH:3]=1.C([Li])(C)(C)C.CCCCC.[C:23](=[O:25])=[O:24]. (3) Given the product [NH2:53][C:49]1[CH:48]=[C:47]([C:2]2[C:10]3[C:9]([NH:11][C@H:12]([C:14]4[N:19]([C:20]5[CH:25]=[CH:24][CH:23]=[CH:22][CH:21]=5)[C:18](=[O:26])[C:17]5=[C:27]([CH3:30])[CH:28]=[CH:29][N:16]5[N:15]=4)[CH3:13])=[N:8][CH:7]=[N:6][C:5]=3[N:4]([CH2:31][O:32][CH2:33][CH2:34][Si:35]([CH3:38])([CH3:37])[CH3:36])[CH:3]=2)[CH:52]=[CH:51][N:50]=1, predict the reactants needed to synthesize it. The reactants are: Br[C:2]1[C:10]2[C:9]([NH:11][C@H:12]([C:14]3[N:19]([C:20]4[CH:25]=[CH:24][CH:23]=[CH:22][CH:21]=4)[C:18](=[O:26])[C:17]4=[C:27]([CH3:30])[CH:28]=[CH:29][N:16]4[N:15]=3)[CH3:13])=[N:8][CH:7]=[N:6][C:5]=2[N:4]([CH2:31][O:32][CH2:33][CH2:34][Si:35]([CH3:38])([CH3:37])[CH3:36])[CH:3]=1.CC1(C)C(C)(C)OB([C:47]2[CH:52]=[CH:51][N:50]=[C:49]([NH2:53])[CH:48]=2)O1.C(=O)([O-])[O-].[Na+].[Na+]. (4) The reactants are: [CH3:1][O:2][C:3]1[N:8]=[C:7](/[CH:9]=[CH:10]/[C:11]2[N:29]=[C:14]3[C@H:15]([C:19]4[CH:24]=[CH:23][CH:22]=[CH:21][C:20]=4[C:25]([F:28])([F:27])[F:26])[CH2:16][CH2:17][CH2:18][N:13]3[N:12]=2)[CH:6]=[CH:5][C:4]=1[N:30]1[CH:34]=[C:33]([CH3:35])[N:32]=[CH:31]1.CC(C)(C)C(O[C@@H]([C@H](OC(=O)C(C)(C)C)C(O)=O)C(O)=O)=O.Cl. Given the product [CH3:1][O:2][C:3]1[N:8]=[C:7](/[CH:9]=[CH:10]/[C:11]2[N:29]=[C:14]3[C@H:15]([C:19]4[CH:24]=[CH:23][CH:22]=[CH:21][C:20]=4[C:25]([F:28])([F:27])[F:26])[CH2:16][CH2:17][CH2:18][N:13]3[N:12]=2)[CH:6]=[CH:5][C:4]=1[N:30]1[CH:34]=[C:33]([CH3:35])[N:32]=[CH:31]1, predict the reactants needed to synthesize it. (5) Given the product [CH3:9][O:10][C:11]1[CH:12]=[C:13]([C:19]2[CH2:20][C:21]([C:22]([F:25])([F:24])[F:23])([OH:26])[O:3][N:2]=2)[CH:14]=[CH:15][C:16]=1[O:17][CH3:18], predict the reactants needed to synthesize it. The reactants are: Cl.[NH2:2][OH:3].C([O-])(=O)C.[Na+].[CH3:9][O:10][C:11]1[CH:12]=[C:13]([C:19](=O)[CH2:20][C:21](=[O:26])[C:22]([F:25])([F:24])[F:23])[CH:14]=[CH:15][C:16]=1[O:17][CH3:18]. (6) Given the product [Br:5][CH2:1][C:29]1[CH:30]=[CH:31][C:32]([N+:33]([O-:35])=[O:34])=[C:27]([O:26][CH3:25])[CH:28]=1, predict the reactants needed to synthesize it. The reactants are: [C:1]([Br:5])(Br)(Br)Br.C1(P(C2C=CC=CC=2)C2C=CC=CC=2)C=CC=CC=1.[CH3:25][O:26][C:27]1[CH:28]=[C:29](CO)[CH:30]=[CH:31][C:32]=1[N+:33]([O-:35])=[O:34]. (7) Given the product [NH:26]1[CH:30]=[CH:29][N:28]=[C:27]1[CH:31]([NH:32][C:33]1[CH:38]=[CH:37][CH:36]=[C:35]([O:39][CH3:40])[CH:34]=1)[C:8]([C:10]1[C:18]2[C:13](=[CH:14][CH:15]=[CH:16][CH:17]=2)[NH:12][CH:11]=1)=[O:9], predict the reactants needed to synthesize it. The reactants are: C(N(CC)CC)C.[CH:8]([C:10]1[C:18]2[C:13](=[CH:14][CH:15]=[CH:16][CH:17]=2)[N:12](C(OC(C)(C)C)=O)[CH:11]=1)=[O:9].[NH:26]1[CH:30]=[CH:29][N:28]=[C:27]1[CH:31]=[N:32][C:33]1[CH:38]=[CH:37][CH:36]=[C:35]([O:39][CH3:40])[CH:34]=1. (8) Given the product [C:1]([O:5][C:6]([NH:8][C@H:9]([C:18]([O:20][CH:21]([CH3:23])[CH3:22])=[O:19])[CH2:10][C:11]1[CH:12]=[CH:13][C:14]([O:17][S:26]([C:25]([F:38])([F:37])[F:24])(=[O:28])=[O:27])=[CH:15][CH:16]=1)=[O:7])([CH3:3])([CH3:4])[CH3:2], predict the reactants needed to synthesize it. The reactants are: [C:1]([O:5][C:6]([NH:8][C@H:9]([C:18]([O:20][CH:21]([CH3:23])[CH3:22])=[O:19])[CH2:10][C:11]1[CH:16]=[CH:15][C:14]([OH:17])=[CH:13][CH:12]=1)=[O:7])([CH3:4])([CH3:3])[CH3:2].[F:24][C:25]([F:38])([F:37])[S:26](O[S:26]([C:25]([F:38])([F:37])[F:24])(=[O:28])=[O:27])(=[O:28])=[O:27].N1C=CC=CC=1.